Dataset: Full USPTO retrosynthesis dataset with 1.9M reactions from patents (1976-2016). Task: Predict the reactants needed to synthesize the given product. (1) The reactants are: C[Si]([N-][Si](C)(C)C)(C)C.[Na+].[CH2:11]([O:18][C@@H:19]1[C@@:23]([CH2:43]OS(C2C=CC(C)=CC=2)(=O)=O)([CH2:24][O:25][Si:26]([C:39]([CH3:42])([CH3:41])[CH3:40])([C:33]2[CH:38]=[CH:37][CH:36]=[CH:35][CH:34]=2)[C:27]2[CH:32]=[CH:31][CH:30]=[CH:29][CH:28]=2)[O:22][C@@H:21]([N:55]2[C:70]3[N:69]=[C:62]([NH:63][C:64](=[O:68])[CH:65]([CH3:67])[CH3:66])[NH:61][C:59](=[O:60])[C:58]=3[N:57]=[CH:56]2)[C@@H:20]1[OH:71])[C:12]1[CH:17]=[CH:16][CH:15]=[CH:14][CH:13]=1.C(=O)(O)[O-].[Na+]. Given the product [CH2:11]([O:18][C@@H:19]1[C@@:23]2([CH2:43][O:71][C@H:20]1[C@H:21]([N:55]1[C:70]3[N:69]=[C:62]([NH:63][C:64](=[O:68])[CH:65]([CH3:67])[CH3:66])[NH:61][C:59](=[O:60])[C:58]=3[N:57]=[CH:56]1)[O:22]2)[CH2:24][O:25][Si:26]([C:39]([CH3:42])([CH3:40])[CH3:41])([C:27]1[CH:28]=[CH:29][CH:30]=[CH:31][CH:32]=1)[C:33]1[CH:38]=[CH:37][CH:36]=[CH:35][CH:34]=1)[C:12]1[CH:13]=[CH:14][CH:15]=[CH:16][CH:17]=1, predict the reactants needed to synthesize it. (2) Given the product [C:1]([N:4]1[C:13]2[C:8](=[CH:9][C:10]([C:34]3[CH:39]=[CH:38][C:37]([CH2:40][CH2:41][C:42]([OH:44])=[O:43])=[CH:36][CH:35]=3)=[CH:11][CH:12]=2)[C@H:7]([NH:23][C:24]2[CH:31]=[CH:30][C:27]([C:28]#[N:29])=[CH:26][N:25]=2)[CH2:6][C@@H:5]1[CH3:32])(=[O:3])[CH3:2], predict the reactants needed to synthesize it. The reactants are: [C:1]([N:4]1[C:13]2[C:8](=[CH:9][C:10](B3OC(C)(C)C(C)(C)O3)=[CH:11][CH:12]=2)[C@H:7]([NH:23][C:24]2[CH:31]=[CH:30][C:27]([C:28]#[N:29])=[CH:26][N:25]=2)[CH2:6][C@@H:5]1[CH3:32])(=[O:3])[CH3:2].Br[C:34]1[CH:39]=[CH:38][C:37]([CH2:40][CH2:41][C:42]([OH:44])=[O:43])=[CH:36][CH:35]=1.C(=O)([O-])[O-].[K+].[K+]. (3) Given the product [Cl:31][C:27]1[CH:26]=[C:25]([CH2:24][CH2:23][N:3]2[C:4]3=[N:9][C:8]([N:10]4[CH2:11][CH2:12][O:13][CH2:14][CH2:15]4)=[CH:7][C:6](=[O:16])[N:5]3[CH2:17][C@@:2]2([CH3:1])[C:18]([F:21])([F:19])[F:20])[CH:30]=[CH:29][CH:28]=1, predict the reactants needed to synthesize it. The reactants are: [CH3:1][C@@:2]1([C:18]([F:21])([F:20])[F:19])[CH2:17][N:5]2[C:6](=[O:16])[CH:7]=[C:8]([N:10]3[CH2:15][CH2:14][O:13][CH2:12][CH2:11]3)[N:9]=[C:4]2[NH:3]1.Br[CH2:23][CH2:24][C:25]1[CH:30]=[CH:29][CH:28]=[C:27]([Cl:31])[CH:26]=1.C(=O)([O-])[O-].[Cs+].[Cs+]. (4) Given the product [CH2:8]([O:18][CH2:19][CH2:20][CH2:21][CH2:22]/[CH:23]=[C:5]1/[C:4](=[O:6])[NH:3][C:2](=[O:7])[S:1]/1)[CH2:9][CH2:10][CH2:11][CH2:12][CH2:13][CH2:14][CH2:15][CH2:16][CH3:17], predict the reactants needed to synthesize it. The reactants are: [S:1]1[CH2:5][C:4](=[O:6])[NH:3][C:2]1=[O:7].[CH2:8]([O:18][CH2:19][CH2:20][CH2:21][CH2:22][CH:23]=O)[CH2:9][CH2:10][CH2:11][CH2:12][CH2:13][CH2:14][CH2:15][CH2:16][CH3:17]. (5) Given the product [CH:23]1([C@H:21]([NH:20][C:10]2[N:11]=[C:12]([NH:14][C@@H:15]([CH:17]3[CH2:19][CH2:18]3)[CH3:16])[N:13]=[C:8]([C:6]3[CH:5]=[CH:4][CH:3]=[C:2]([NH:35][CH2:34][C:31]4[CH:32]=[CH:33][C:28]([O:27][CH3:26])=[CH:29][CH:30]=4)[N:7]=3)[N:9]=2)[CH3:22])[CH2:25][CH2:24]1, predict the reactants needed to synthesize it. The reactants are: Cl[C:2]1[N:7]=[C:6]([C:8]2[N:13]=[C:12]([NH:14][C@@H:15]([CH:17]3[CH2:19][CH2:18]3)[CH3:16])[N:11]=[C:10]([NH:20][C@@H:21]([CH:23]3[CH2:25][CH2:24]3)[CH3:22])[N:9]=2)[CH:5]=[CH:4][CH:3]=1.[CH3:26][O:27][C:28]1[CH:33]=[CH:32][C:31]([CH2:34][NH2:35])=[CH:30][CH:29]=1.C1C=CC(P(C2C(C3C(P(C4C=CC=CC=4)C4C=CC=CC=4)=CC=C4C=3C=CC=C4)=C3C(C=CC=C3)=CC=2)C2C=CC=CC=2)=CC=1.C(O[Na])(C)(C)C. (6) Given the product [OH:20][C@H:3]([CH2:2][NH:1][C:29]([O:31][CH2:32][C:33]1[CH:38]=[CH:37][CH:36]=[CH:35][CH:34]=1)=[O:30])[C@@H:4]([NH:12][C:13](=[O:19])[O:14][C:15]([CH3:17])([CH3:16])[CH3:18])[CH2:5][C:6]1[CH:11]=[CH:10][CH:9]=[CH:8][CH:7]=1, predict the reactants needed to synthesize it. The reactants are: [NH2:1][CH2:2][C@@H:3]([OH:20])[C@@H:4]([NH:12][C:13](=[O:19])[O:14][C:15]([CH3:18])([CH3:17])[CH3:16])[CH2:5][C:6]1[CH:11]=[CH:10][CH:9]=[CH:8][CH:7]=1.CCN(CC)CC.Cl[C:29]([O:31][CH2:32][C:33]1[CH:38]=[CH:37][CH:36]=[CH:35][CH:34]=1)=[O:30]. (7) Given the product [CH:1]1([CH:6]2[C:14]3[C:9](=[CH:10][CH:11]=[CH:12][CH:13]=3)[N:8]([S:15]([C:18]3[CH:19]=[CH:20][C:21]([C:22]([NH:24][CH2:25][C:26]4[CH:31]=[CH:30][C:29]([F:32])=[CH:28][CH:27]=4)=[O:23])=[CH:33][CH:34]=3)(=[O:16])=[O:17])[CH2:7]2)[CH2:5][CH2:4][CH2:3][CH2:2]1, predict the reactants needed to synthesize it. The reactants are: [CH:1]1([C:6]2[C:14]3[C:9](=[CH:10][CH:11]=[CH:12][CH:13]=3)[N:8]([S:15]([C:18]3[CH:34]=[CH:33][C:21]([C:22]([NH:24][CH2:25][C:26]4[CH:31]=[CH:30][C:29]([F:32])=[CH:28][CH:27]=4)=[O:23])=[CH:20][CH:19]=3)(=[O:17])=[O:16])[CH:7]=2)[CH2:5][CH2:4][CH2:3][CH2:2]1.[BH3-]C#N.[Na+].CCOC(C)=O. (8) The reactants are: [CH3:1][O:2][C:3](=[O:24])[CH2:4][C:5]1[CH:10]=[C:9](OS(C(F)(F)F)(=O)=O)[CH:8]=[C:7]([O:19][CH2:20][CH2:21][CH2:22][CH3:23])[CH:6]=1.[Na+].[CH3:26][O:27][C:28]1[CH:29]=[C:30]([S:34]([O-:36])=[O:35])[CH:31]=[CH:32][CH:33]=1.C1(C)C=CC=CC=1.C(=O)([O-])[O-].[Cs+].[Cs+].CC1(C)C2C(=C(P(C3C=CC=CC=3)C3C=CC=CC=3)C=CC=2)OC2C(P(C3C=CC=CC=3)C3C=CC=CC=3)=CC=CC1=2. Given the product [CH3:1][O:2][C:3](=[O:24])[CH2:4][C:5]1[CH:10]=[C:9]([S:34]([C:30]2[CH:31]=[CH:32][CH:33]=[C:28]([O:27][CH3:26])[CH:29]=2)(=[O:36])=[O:35])[CH:8]=[C:7]([O:19][CH2:20][CH2:21][CH2:22][CH3:23])[CH:6]=1, predict the reactants needed to synthesize it. (9) The reactants are: C(Cl)(=O)C(Cl)=O.[Cl:7][C:8]1[S:12][C:11]([C:13]([OH:15])=O)=[CH:10][CH:9]=1.[CH3:16][C:17]([C:19]1[CH:24]=[CH:23][CH:22]=[C:21]([NH2:25])[CH:20]=1)=[O:18].C(N(CC)CC)C. Given the product [C:17]([C:19]1[CH:20]=[C:21]([NH:25][C:13]([C:11]2[S:12][C:8]([Cl:7])=[CH:9][CH:10]=2)=[O:15])[CH:22]=[CH:23][CH:24]=1)(=[O:18])[CH3:16], predict the reactants needed to synthesize it.